Dataset: Full USPTO retrosynthesis dataset with 1.9M reactions from patents (1976-2016). Task: Predict the reactants needed to synthesize the given product. (1) Given the product [CH:2]12[O:24][CH:3]1[CH2:4][CH2:5][CH:1]2[O:6][C:7]1[CH:12]=[CH:11][CH:10]=[CH:9][C:8]=1[NH:13][C:14](=[O:16])[CH3:15], predict the reactants needed to synthesize it. The reactants are: [CH:1]1([O:6][C:7]2[CH:12]=[CH:11][CH:10]=[CH:9][C:8]=2[NH:13][C:14](=[O:16])[CH3:15])[CH2:5][CH2:4][CH:3]=[CH:2]1.ClCCl.C([O:24]C)(C)(C)C. (2) Given the product [NH:26]1[C:30]2[CH:31]=[CH:32][C:33]([NH:35][C:2]3[C:11]4=[N:12][NH:13][CH:14]=[C:10]4[C:9]4[CH:8]=[CH:7][CH:6]=[C:5]([O:24][CH3:25])[C:4]=4[N:3]=3)=[CH:34][C:29]=2[N:28]=[CH:27]1, predict the reactants needed to synthesize it. The reactants are: Cl[C:2]1[C:11]2=[N:12][N:13](CC3C=CC(OC)=CC=3)[CH:14]=[C:10]2[C:9]2[CH:8]=[CH:7][CH:6]=[C:5]([O:24][CH3:25])[C:4]=2[N:3]=1.[NH:26]1[C:30]2[CH:31]=[CH:32][C:33]([NH2:35])=[CH:34][C:29]=2[N:28]=[CH:27]1.Cl. (3) Given the product [Cl:2][C:3]1[CH:4]=[C:5]([NH:9][C:10]2[C:15]([NH:16][N:17]=[CH:26][C:22]3[O:21][CH:25]=[CH:24][CH:23]=3)=[N:14][C:13]3=[N:18][O:19][N:20]=[C:12]3[N:11]=2)[CH:6]=[CH:7][CH:8]=1, predict the reactants needed to synthesize it. The reactants are: Cl.[Cl:2][C:3]1[CH:4]=[C:5]([NH:9][C:10]2[C:15]([NH:16][NH2:17])=[N:14][C:13]3=[N:18][O:19][N:20]=[C:12]3[N:11]=2)[CH:6]=[CH:7][CH:8]=1.[O:21]1[CH:25]=[CH:24][CH:23]=[C:22]1[CH:26]=O. (4) The reactants are: [CH2:1]([O:3][C:4]([C:6]1[N:7]=[C:8]2[C:13]([C:14]([F:17])([F:16])[F:15])=[CH:12][C:11](Br)=[CH:10][N:9]2[CH:19]=1)=[O:5])[CH3:2].[F:20][C:21]1[CH:22]=[C:23](B(O)O)[CH:24]=[CH:25][CH:26]=1. Given the product [CH2:1]([O:3][C:4]([C:6]1[N:7]=[C:8]2[C:13]([C:14]([F:17])([F:16])[F:15])=[CH:12][C:11]([C:25]3[CH:24]=[CH:23][CH:22]=[C:21]([F:20])[CH:26]=3)=[CH:10][N:9]2[CH:19]=1)=[O:5])[CH3:2], predict the reactants needed to synthesize it.